Dataset: Catalyst prediction with 721,799 reactions and 888 catalyst types from USPTO. Task: Predict which catalyst facilitates the given reaction. (1) Reactant: Br[C:2]1[CH:7]=[CH:6][C:5]([C:8]2([C:11]3[N:15]4[CH2:16][CH2:17][S:18][C:19]([CH2:22][O:23][Si:24]([C:27]([CH3:30])([CH3:29])[CH3:28])([CH3:26])[CH3:25])([CH3:21])[CH2:20][C:14]4=[N:13][N:12]=3)[CH2:10][CH2:9]2)=[CH:4][C:3]=1[F:31].[N:32]1[CH:37]=[CH:36][CH:35]=[C:34](B(O)O)[CH:33]=1.C(=O)([O-])[O-].[K+].[K+].C(=O)([O-])O.[Na+]. Product: [Si:24]([O:23][CH2:22][C:19]1([CH3:21])[S:18][CH2:17][CH2:16][N:15]2[C:11]([C:8]3([C:5]4[CH:6]=[CH:7][C:2]([C:34]5[CH:33]=[N:32][CH:37]=[CH:36][CH:35]=5)=[C:3]([F:31])[CH:4]=4)[CH2:10][CH2:9]3)=[N:12][N:13]=[C:14]2[CH2:20]1)([C:27]([CH3:30])([CH3:29])[CH3:28])([CH3:26])[CH3:25]. The catalyst class is: 437. (2) Reactant: [H-].[Na+].[CH2:3]1[C:11]2[C:6](=[CH:7][CH:8]=[CH:9][CH:10]=2)[CH2:5][CH:4]1[NH:12][C:13]1[N:14]=[CH:15][C:16]2[CH2:21][N:20]([C:22]([O:24][CH2:25][CH2:26][CH2:27]Cl)=[O:23])[CH2:19][C:17]=2[N:18]=1.[NH:29]1[CH:33]=[CH:32][N:31]=[CH:30]1. Product: [CH2:3]1[C:11]2[C:6](=[CH:7][CH:8]=[CH:9][CH:10]=2)[CH2:5][CH:4]1[NH:12][C:13]1[N:14]=[CH:15][C:16]2[CH2:21][N:20]([C:22]([O:24][CH2:25][CH2:26][CH2:27][N:29]3[CH:33]=[CH:32][N:31]=[CH:30]3)=[O:23])[CH2:19][C:17]=2[N:18]=1. The catalyst class is: 204. (3) Reactant: C([NH:5][C:6]([C:8]1[NH:9][C:10]2[C:15]([C:16]=1[CH2:17][CH2:18][CH2:19][O:20][C:21]1[CH:26]=[C:25]([CH3:27])[C:24]([Cl:28])=[C:23]([CH3:29])[CH:22]=1)=[CH:14][CH:13]=[C:12](Cl)[CH:11]=2)=O)(C)(C)C.O=P(Cl)(Cl)Cl. Product: [Cl:28][C:24]1[C:23]([CH3:29])=[CH:22][C:21]([O:20][CH2:19][CH2:18][CH2:17][C:16]2[C:15]3[C:10](=[CH:11][CH:12]=[CH:13][CH:14]=3)[NH:9][C:8]=2[C:6]#[N:5])=[CH:26][C:25]=1[CH3:27]. The catalyst class is: 48. (4) Reactant: CS([C:5]1[N:10]=[C:9]([N:11]2[C:16]3=[N:17][C:18]([C:25]4[CH:30]=[CH:29][CH:28]=[CH:27][CH:26]=4)=[C:19]([N+:22]([O-:24])=[O:23])[C:20](=[O:21])[N:15]3[CH2:14][CH2:13][CH2:12]2)[CH:8]=[CH:7][N:6]=1)(=O)=O.[CH2:31]([NH2:39])[CH2:32][C:33]1[CH:38]=[CH:37][CH:36]=[CH:35][CH:34]=1. Product: [N+:22]([C:19]1[C:20](=[O:21])[N:15]2[CH2:14][CH2:13][CH2:12][N:11]([C:9]3[CH:8]=[CH:7][N:6]=[C:5]([NH:39][CH2:31][CH2:32][C:33]4[CH:38]=[CH:37][CH:36]=[CH:35][CH:34]=4)[N:10]=3)[C:16]2=[N:17][C:18]=1[C:25]1[CH:30]=[CH:29][CH:28]=[CH:27][CH:26]=1)([O-:24])=[O:23]. The catalyst class is: 4. (5) Reactant: [OH:1][C:2]1[CH:10]=[CH:9][C:5]([C:6]([NH2:8])=[O:7])=[CH:4][CH:3]=1.C(=O)([O-])[O-].[K+].[K+].CN(C=O)C.Cl[CH2:23][CH2:24][CH:25]([O:29][CH2:30][CH3:31])[O:26][CH2:27][CH3:28]. Product: [CH2:27]([O:26][CH:25]([O:29][CH2:30][CH3:31])[CH2:24][CH2:23][O:1][C:2]1[CH:10]=[CH:9][C:5]([C:6]([NH2:8])=[O:7])=[CH:4][CH:3]=1)[CH3:28]. The catalyst class is: 6. (6) Reactant: [F:1][C:2]1[CH:7]=[C:6]([N+:8]([O-:10])=[O:9])[CH:5]=[CH:4][C:3]=1[N:11]1[CH2:15][CH:14]2[CH2:16][CH:17]([OH:19])[CH2:18][CH:13]2[CH2:12]1.C(N(CC)CC)C. Product: [F:1][C:2]1[CH:7]=[C:6]([N+:8]([O-:10])=[O:9])[CH:5]=[CH:4][C:3]=1[N:11]1[CH2:15][CH:14]2[CH2:16][C:17](=[O:19])[CH2:18][CH:13]2[CH2:12]1. The catalyst class is: 2.